Dataset: Forward reaction prediction with 1.9M reactions from USPTO patents (1976-2016). Task: Predict the product of the given reaction. (1) Given the reactants [CH2:1]([O:8][C:9]1[CH:16]=[CH:15][C:12]([CH:13]=O)=[CH:11][CH:10]=1)[C:2]1[CH:7]=[CH:6][CH:5]=[CH:4][CH:3]=1.[CH2:17]([O:19][CH2:20][C:21]([O:23][CH2:24][CH3:25])=[O:22])[CH3:18].CC(C)([O-])C.[K+], predict the reaction product. The product is: [CH2:24]([O:23][C:21](=[O:22])[C:20]([O:19][CH2:17][CH3:18])=[CH:13][C:12]1[CH:15]=[CH:16][C:9]([O:8][CH2:1][C:2]2[CH:7]=[CH:6][CH:5]=[CH:4][CH:3]=2)=[CH:10][CH:11]=1)[CH3:25]. (2) Given the reactants C1CCCCC=1.C([N:14]1[CH2:19][CH2:18][N:17]([CH:20]([CH2:23][OH:24])[CH2:21][OH:22])[CH2:16][CH2:15]1)C1C=CC=CC=1, predict the reaction product. The product is: [N:17]1([CH:20]([CH2:21][OH:22])[CH2:23][OH:24])[CH2:18][CH2:19][NH:14][CH2:15][CH2:16]1. (3) Given the reactants [C:1]([O:5][C:6]([NH:8][CH:9]([C:11]1[NH:12]C(C2C=CC=C3C=2N=C(NCC(F)(F)F)C(C)=N3)=C[C:15]=1[C:16]([O:18][CH2:19][CH3:20])=[O:17])[CH3:10])=[O:7])([CH3:4])([CH3:3])[CH3:2].Br[CH2:39][C:40]([C:42]1[C:51]([F:52])=[CH:50][CH:49]=[C:48]2[C:43]=1[N:44]=[C:45]([NH:54][C:55]([CH3:58])([CH3:57])[CH3:56])[C:46]([CH3:53])=[N:47]2)=O.[C:59](OC(NC1(C(=O)CC(OCC)=O)CC1)=O)(C)(C)C.C([O-])([O-])=O.[K+].[K+], predict the reaction product. The product is: [C:1]([O:5][C:6]([NH:8][C:9]1([C:11]2[NH:12][C:40]([C:42]3[C:51]([F:52])=[CH:50][CH:49]=[C:48]4[C:43]=3[N:44]=[C:45]([NH:54][C:55]([CH3:58])([CH3:57])[CH3:56])[C:46]([CH3:53])=[N:47]4)=[CH:39][C:15]=2[C:16]([O:18][CH2:19][CH3:20])=[O:17])[CH2:10][CH2:59]1)=[O:7])([CH3:2])([CH3:3])[CH3:4]. (4) Given the reactants [CH3:1][C@@:2]12[C:8]([CH3:10])([CH3:9])[C@@H:5]([CH2:6][CH2:7]1)[C:4](=O)[C:3]2=O.C(OP([CH:21]([CH3:27])[C:22]([CH:24]1[CH2:26][CH2:25]1)=O)(=O)OCC)C.O.[NH2:29][NH2:30], predict the reaction product. The product is: [CH:24]1([C:22]2[C:21]([CH3:27])=[C:4]3[C:3]([C@:2]4([CH3:1])[C:8]([CH3:10])([CH3:9])[C@H:5]3[CH2:6][CH2:7]4)=[N:30][N:29]=2)[CH2:26][CH2:25]1. (5) Given the reactants [C:1]([C:4]1[C:14]2[CH2:13][CH2:12][N:11]([C:15](=[O:20])C(F)(F)F)[CH2:10][CH2:9][C:8]=2[CH:7]=[CH:6][C:5]=1[Cl:21])(=[O:3])[CH3:2].C([O-])([O-])=O.[K+].[K+].[C:28]([O:32]C(OC([O:32][C:28]([CH3:31])([CH3:30])[CH3:29])=O)=O)([CH3:31])([CH3:30])[CH3:29], predict the reaction product. The product is: [C:1]([C:4]1[C:14]2[CH2:13][CH2:12][N:11]([C:15]([O:32][C:28]([CH3:31])([CH3:30])[CH3:29])=[O:20])[CH2:10][CH2:9][C:8]=2[CH:7]=[CH:6][C:5]=1[Cl:21])(=[O:3])[CH3:2]. (6) Given the reactants [N:1]1[C:10]2[C:5](=[CH:6][CH:7]=[CH:8][CH:9]=2)[N:4]=[CH:3][C:2]=1[C:11]([OH:13])=O.CCN(C(C)C)C(C)C.CCN=C=NCCCN(C)C.C1C=CC2N(O)N=NC=2C=1.[F:44][C:45]1[CH:59]=[CH:58][C:48]([CH2:49][C:50]2([C:56]#[N:57])[CH2:55][CH2:54][NH:53][CH2:52][CH2:51]2)=[CH:47][CH:46]=1, predict the reaction product. The product is: [F:44][C:45]1[CH:59]=[CH:58][C:48]([CH2:49][C:50]2([C:56]#[N:57])[CH2:55][CH2:54][N:53]([C:11]([C:2]3[CH:3]=[N:4][C:5]4[C:10](=[CH:9][CH:8]=[CH:7][CH:6]=4)[N:1]=3)=[O:13])[CH2:52][CH2:51]2)=[CH:47][CH:46]=1. (7) Given the reactants I[C:2]1[CH:7]=[CH:6][CH:5]=[CH:4][C:3]=1[O:8][CH2:9][O:10][CH3:11].Br[C:13]([F:20])([F:19])[C:14]([O:16][CH2:17][CH3:18])=[O:15], predict the reaction product. The product is: [F:19][C:13]([F:20])([C:2]1[CH:7]=[CH:6][CH:5]=[CH:4][C:3]=1[O:8][CH2:9][O:10][CH3:11])[C:14]([O:16][CH2:17][CH3:18])=[O:15].